This data is from Catalyst prediction with 721,799 reactions and 888 catalyst types from USPTO. The task is: Predict which catalyst facilitates the given reaction. (1) Reactant: [OH:1][C:2]1[C:3]([C:15]2[CH:20]=[CH:19][CH:18]=[CH:17][CH:16]=2)=[N:4][C:5]2[C:10]([C:11]=1[C:12](O)=[O:13])=[CH:9][CH:8]=[CH:7][CH:6]=2.C(N(CC)CC)C.S(Cl)([Cl:30])=O.[C:32]1([C@@H:38]([NH2:41])[CH2:39][CH3:40])[CH:37]=[CH:36][CH:35]=[CH:34][CH:33]=1.C(N)(C)C.Cl. Product: [ClH:30].[CH2:39]([C@H:38]([NH:41][C:12]([C:11]1[C:10]2[C:5](=[CH:6][CH:7]=[CH:8][CH:9]=2)[N:4]=[C:3]([C:15]2[CH:20]=[CH:19][CH:18]=[CH:17][CH:16]=2)[C:2]=1[OH:1])=[O:13])[C:32]1[CH:37]=[CH:36][CH:35]=[CH:34][CH:33]=1)[CH3:40]. The catalyst class is: 69. (2) Reactant: [OH:1][C:2]1[CH:7]=[CH:6][C:5]([C:8](=[O:28])[CH2:9][NH:10][C:11]([C@@:13]2([CH3:27])[CH2:17][O:16][C:15]([CH3:19])([CH3:18])[N:14]2[C:20]([O:22][C:23]([CH3:26])([CH3:25])[CH3:24])=[O:21])=[O:12])=[CH:4][C:3]=1[C:29]([F:32])([F:31])[F:30].[O:33]([CH2:40][CH2:41][CH2:42][CH2:43]O)[C:34]1[CH:39]=[CH:38][CH:37]=[CH:36][CH:35]=1. Product: [CH3:18][C:15]1([CH3:19])[N:14]([C:20]([O:22][C:23]([CH3:24])([CH3:25])[CH3:26])=[O:21])[C@@:13]([CH3:27])([C:11](=[O:12])[NH:10][CH2:9][C:8](=[O:28])[C:5]2[CH:6]=[CH:7][C:2]([O:1][CH2:43][CH2:42][CH2:41][CH2:40][O:33][C:34]3[CH:39]=[CH:38][CH:37]=[CH:36][CH:35]=3)=[C:3]([C:29]([F:31])([F:32])[F:30])[CH:4]=2)[CH2:17][O:16]1. The catalyst class is: 47. (3) Reactant: [CH3:1][NH:2][C:3](=[O:22])[C:4](=[O:21])[CH2:5][CH2:6][CH2:7][CH2:8][CH2:9][CH2:10][C:11]([O:13]CC1C=CC=CC=1)=[O:12]. Product: [CH3:1][NH:2][C:3](=[O:22])[C:4](=[O:21])[CH2:5][CH2:6][CH2:7][CH2:8][CH2:9][CH2:10][C:11]([OH:13])=[O:12]. The catalyst class is: 19.